This data is from Forward reaction prediction with 1.9M reactions from USPTO patents (1976-2016). The task is: Predict the product of the given reaction. (1) Given the reactants C(Cl)(=O)C(Cl)=O.[CH3:7][C:8]1[C:9]([C:22]2[CH:27]=[CH:26][C:25]([S:28](=[O:31])(=[O:30])[NH2:29])=[CH:24][CH:23]=2)=[C:10]([C:19]([OH:21])=O)[S:11][C:12]=1[N:13]1[CH2:18][CH2:17][O:16][CH2:15][CH2:14]1.[CH2:32]([N:34]([CH2:37]C)[CH2:35]C)C.Cl.[CH3:40][NH:41][O:42][CH3:43], predict the reaction product. The product is: [CH3:32][N:34]([CH:37]=[N:29][S:28]([C:25]1[CH:24]=[CH:23][C:22]([C:9]2[C:8]([CH3:7])=[C:12]([N:13]3[CH2:14][CH2:15][O:16][CH2:17][CH2:18]3)[S:11][C:10]=2[C:19]([N:41]([O:42][CH3:43])[CH3:40])=[O:21])=[CH:27][CH:26]=1)(=[O:30])=[O:31])[CH3:35]. (2) Given the reactants [CH3:1][N:2]1[CH2:7][CH2:6][CH:5]([CH2:8][SH:9])[CH2:4][CH2:3]1.[C:10](OC(=O)C)(=[O:12])[CH3:11].C(Cl)(=O)C.N, predict the reaction product. The product is: [C:10]([S:9][CH2:8][CH:5]1[CH2:6][CH2:7][N:2]([CH3:1])[CH2:3][CH2:4]1)(=[O:12])[CH3:11]. (3) Given the reactants [CH2:1]([O:8][C:9]1[C:10](I)=[N:11][C:12]([CH3:15])=[CH:13][CH:14]=1)[C:2]1[CH:7]=[CH:6][CH:5]=[CH:4][CH:3]=1.[F:17][C:18]1[CH:23]=[CH:22][C:21](B(O)O)=[CH:20][CH:19]=1, predict the reaction product. The product is: [F:17][C:18]1[CH:23]=[CH:22][C:21]([C:10]2[C:9]([O:8][CH2:1][C:2]3[CH:7]=[CH:6][CH:5]=[CH:4][CH:3]=3)=[CH:14][CH:13]=[C:12]([CH3:15])[N:11]=2)=[CH:20][CH:19]=1. (4) Given the reactants Cl[C:2]1[N:7]=[N:6][CH:5]=[C:4]2[N:8]([C@@H:11]3[O:33][C@H:32]([CH2:34][O:35]C(=O)C4C=CC=CC=4)[C@@H:22]([O:23]C(=O)C4C=CC=CC=4)[C@@:12]3([CH3:44])[O:13]C(=O)C3C=CC=CC=3)[CH:9]=[N:10][C:3]=12.[NH3:45], predict the reaction product. The product is: [NH2:45][C:2]1[N:7]=[N:6][CH:5]=[C:4]2[N:8]([C@@H:11]3[O:33][C@H:32]([CH2:34][OH:35])[C@@H:22]([OH:23])[C@@:12]3([CH3:44])[OH:13])[CH:9]=[N:10][C:3]=12. (5) Given the reactants [CH2:1]([O:8][C:9]([N:11]1[CH2:15][CH2:14][CH2:13][C@H:12]1[C:16]([OH:18])=O)=[O:10])[C:2]1[CH:7]=[CH:6][CH:5]=[CH:4][CH:3]=1.Cl.[NH2:20][CH2:21][C:22]([C:24]1[CH:29]=[CH:28][C:27]([Br:30])=[CH:26][CH:25]=1)=[O:23].CCN(C(C)C)C(C)C.CN(C(ON1N=NC2C=CC=NC1=2)=[N+](C)C)C.F[P-](F)(F)(F)(F)F, predict the reaction product. The product is: [Br:30][C:27]1[CH:26]=[CH:25][C:24]([C:22](=[O:23])[CH2:21][NH:20][C:16]([C@@H:12]2[CH2:13][CH2:14][CH2:15][N:11]2[C:9]([O:8][CH2:1][C:2]2[CH:3]=[CH:4][CH:5]=[CH:6][CH:7]=2)=[O:10])=[O:18])=[CH:29][CH:28]=1.